From a dataset of NCI-60 drug combinations with 297,098 pairs across 59 cell lines. Regression. Given two drug SMILES strings and cell line genomic features, predict the synergy score measuring deviation from expected non-interaction effect. (1) Drug 1: C#CCC(CC1=CN=C2C(=N1)C(=NC(=N2)N)N)C3=CC=C(C=C3)C(=O)NC(CCC(=O)O)C(=O)O. Drug 2: CC1C(C(CC(O1)OC2CC(CC3=C2C(=C4C(=C3O)C(=O)C5=C(C4=O)C(=CC=C5)OC)O)(C(=O)CO)O)N)O.Cl. Cell line: SK-MEL-2. Synergy scores: CSS=39.8, Synergy_ZIP=-4.89, Synergy_Bliss=-6.54, Synergy_Loewe=-2.05, Synergy_HSA=-5.17. (2) Drug 1: C1=CC(=CC=C1CC(C(=O)O)N)N(CCCl)CCCl.Cl. Drug 2: COC1=C2C(=CC3=C1OC=C3)C=CC(=O)O2. Cell line: MOLT-4. Synergy scores: CSS=45.8, Synergy_ZIP=7.68, Synergy_Bliss=10.1, Synergy_Loewe=-18.2, Synergy_HSA=7.97. (3) Drug 1: C1=CC(=CC=C1CCC2=CNC3=C2C(=O)NC(=N3)N)C(=O)NC(CCC(=O)O)C(=O)O. Drug 2: CN(CCCl)CCCl.Cl. Cell line: BT-549. Synergy scores: CSS=11.3, Synergy_ZIP=-8.42, Synergy_Bliss=-4.78, Synergy_Loewe=-4.08, Synergy_HSA=-3.74. (4) Drug 1: CC1=CC2C(CCC3(C2CCC3(C(=O)C)OC(=O)C)C)C4(C1=CC(=O)CC4)C. Drug 2: CN(C)N=NC1=C(NC=N1)C(=O)N. Cell line: PC-3. Synergy scores: CSS=1.38, Synergy_ZIP=0.536, Synergy_Bliss=0.576, Synergy_Loewe=-4.33, Synergy_HSA=-2.77. (5) Drug 1: C1CCN(CC1)CCOC2=CC=C(C=C2)C(=O)C3=C(SC4=C3C=CC(=C4)O)C5=CC=C(C=C5)O. Drug 2: B(C(CC(C)C)NC(=O)C(CC1=CC=CC=C1)NC(=O)C2=NC=CN=C2)(O)O. Cell line: SNB-19. Synergy scores: CSS=5.10, Synergy_ZIP=0.700, Synergy_Bliss=5.79, Synergy_Loewe=6.47, Synergy_HSA=4.43. (6) Drug 1: CC=C1C(=O)NC(C(=O)OC2CC(=O)NC(C(=O)NC(CSSCCC=C2)C(=O)N1)C(C)C)C(C)C. Drug 2: COCCOC1=C(C=C2C(=C1)C(=NC=N2)NC3=CC=CC(=C3)C#C)OCCOC.Cl. Cell line: HT29. Synergy scores: CSS=53.9, Synergy_ZIP=0.315, Synergy_Bliss=-0.141, Synergy_Loewe=-65.5, Synergy_HSA=-0.907. (7) Drug 1: CC1=C(C(=CC=C1)Cl)NC(=O)C2=CN=C(S2)NC3=CC(=NC(=N3)C)N4CCN(CC4)CCO. Drug 2: C1CN1C2=NC(=NC(=N2)N3CC3)N4CC4. Cell line: U251. Synergy scores: CSS=34.8, Synergy_ZIP=-2.73, Synergy_Bliss=-6.28, Synergy_Loewe=-5.26, Synergy_HSA=-4.32. (8) Drug 1: CS(=O)(=O)C1=CC(=C(C=C1)C(=O)NC2=CC(=C(C=C2)Cl)C3=CC=CC=N3)Cl. Drug 2: C1CCC(CC1)NC(=O)N(CCCl)N=O. Cell line: SN12C. Synergy scores: CSS=24.1, Synergy_ZIP=-2.15, Synergy_Bliss=10.3, Synergy_Loewe=7.02, Synergy_HSA=9.64. (9) Drug 1: C1CN1P(=S)(N2CC2)N3CC3. Drug 2: CCN(CC)CCCC(C)NC1=C2C=C(C=CC2=NC3=C1C=CC(=C3)Cl)OC. Cell line: K-562. Synergy scores: CSS=34.9, Synergy_ZIP=-1.07, Synergy_Bliss=1.15, Synergy_Loewe=-28.5, Synergy_HSA=0.283. (10) Drug 1: C1=CC=C(C=C1)NC(=O)CCCCCCC(=O)NO. Drug 2: C#CCC(CC1=CN=C2C(=N1)C(=NC(=N2)N)N)C3=CC=C(C=C3)C(=O)NC(CCC(=O)O)C(=O)O. Cell line: HL-60(TB). Synergy scores: CSS=79.8, Synergy_ZIP=3.37, Synergy_Bliss=-1.42, Synergy_Loewe=2.22, Synergy_HSA=4.20.